Regression. Given two drug SMILES strings and cell line genomic features, predict the synergy score measuring deviation from expected non-interaction effect. From a dataset of NCI-60 drug combinations with 297,098 pairs across 59 cell lines. (1) Drug 1: C1=CC(=CC=C1CCCC(=O)O)N(CCCl)CCCl. Drug 2: N.N.Cl[Pt+2]Cl. Cell line: SF-539. Synergy scores: CSS=16.5, Synergy_ZIP=-1.64, Synergy_Bliss=-3.13, Synergy_Loewe=-5.00, Synergy_HSA=-2.81. (2) Drug 1: CC1=C(C(=CC=C1)Cl)NC(=O)C2=CN=C(S2)NC3=CC(=NC(=N3)C)N4CCN(CC4)CCO. Drug 2: CN(CCCl)CCCl.Cl. Cell line: CAKI-1. Synergy scores: CSS=28.1, Synergy_ZIP=-4.68, Synergy_Bliss=0.917, Synergy_Loewe=1.92, Synergy_HSA=4.06. (3) Drug 1: CC12CCC3C(C1CCC2=O)CC(=C)C4=CC(=O)C=CC34C. Drug 2: N.N.Cl[Pt+2]Cl. Cell line: SW-620. Synergy scores: CSS=10.6, Synergy_ZIP=2.04, Synergy_Bliss=3.25, Synergy_Loewe=-2.51, Synergy_HSA=-0.0754. (4) Drug 1: C1=CC(=CC=C1CCCC(=O)O)N(CCCl)CCCl. Drug 2: C1C(C(OC1N2C=NC(=NC2=O)N)CO)O. Cell line: NCI-H522. Synergy scores: CSS=19.3, Synergy_ZIP=-8.94, Synergy_Bliss=-5.73, Synergy_Loewe=-1.65, Synergy_HSA=-0.802. (5) Drug 1: CN(CCCl)CCCl.Cl. Drug 2: C(CN)CNCCSP(=O)(O)O. Cell line: CAKI-1. Synergy scores: CSS=31.1, Synergy_ZIP=-5.09, Synergy_Bliss=-0.479, Synergy_Loewe=-39.4, Synergy_HSA=-1.33. (6) Drug 1: CCC1(CC2CC(C3=C(CCN(C2)C1)C4=CC=CC=C4N3)(C5=C(C=C6C(=C5)C78CCN9C7C(C=CC9)(C(C(C8N6C)(C(=O)OC)O)OC(=O)C)CC)OC)C(=O)OC)O.OS(=O)(=O)O. Drug 2: CN(CC1=CN=C2C(=N1)C(=NC(=N2)N)N)C3=CC=C(C=C3)C(=O)NC(CCC(=O)O)C(=O)O. Cell line: SK-MEL-5. Synergy scores: CSS=37.7, Synergy_ZIP=-3.54, Synergy_Bliss=-4.32, Synergy_Loewe=-8.56, Synergy_HSA=-2.23. (7) Cell line: SNB-75. Drug 2: CN(CC1=CN=C2C(=N1)C(=NC(=N2)N)N)C3=CC=C(C=C3)C(=O)NC(CCC(=O)O)C(=O)O. Synergy scores: CSS=24.1, Synergy_ZIP=-5.54, Synergy_Bliss=-3.71, Synergy_Loewe=-4.02, Synergy_HSA=-2.09. Drug 1: CC1C(C(CC(O1)OC2CC(CC3=C2C(=C4C(=C3O)C(=O)C5=C(C4=O)C(=CC=C5)OC)O)(C(=O)CO)O)N)O.Cl. (8) Drug 1: C1C(C(OC1N2C=NC3=C(N=C(N=C32)Cl)N)CO)O. Drug 2: CC1CCCC2(C(O2)CC(NC(=O)CC(C(C(=O)C(C1O)C)(C)C)O)C(=CC3=CSC(=N3)C)C)C. Cell line: SF-295. Synergy scores: CSS=45.2, Synergy_ZIP=-2.89, Synergy_Bliss=-4.33, Synergy_Loewe=-13.3, Synergy_HSA=-1.92.